From a dataset of Forward reaction prediction with 1.9M reactions from USPTO patents (1976-2016). Predict the product of the given reaction. (1) Given the reactants [C:1]([O:5][C:6]([N:8]1[CH2:13][CH2:12][CH2:11][CH2:10][CH:9]1/[CH:14]=[CH:15]/[C:16]([OH:18])=[O:17])=[O:7])([CH3:4])([CH3:3])[CH3:2], predict the reaction product. The product is: [C:1]([O:5][C:6]([N:8]1[CH2:13][CH2:12][CH2:11][CH2:10][CH:9]1[CH2:14][CH2:15][C:16]([OH:18])=[O:17])=[O:7])([CH3:4])([CH3:2])[CH3:3]. (2) Given the reactants FC(F)(F)S(O[C:7]1[CH:15]=[C:14]2[C:10]([C:11]([CH3:23])=[N:12][N:13]2[S:16]([C:19]([F:22])([F:21])[F:20])(=[O:18])=[O:17])=[CH:9][CH:8]=1)(=O)=O.[CH2:26](N(CC)CC)C.[CH3:33][OH:34].[OH2:35], predict the reaction product. The product is: [CH3:23][C:11]1[C:10]2[C:14](=[CH:15][C:7]([C:33]([O:35][CH3:26])=[O:34])=[CH:8][CH:9]=2)[N:13]([S:16]([C:19]([F:22])([F:21])[F:20])(=[O:18])=[O:17])[N:12]=1. (3) Given the reactants Br[C:2]1[CH:3]=[C:4]([NH:9][C:10]2[N:15]=[C:14]([C:16]([F:19])([F:18])[F:17])[CH:13]=[CH:12][N:11]=2)[CH:5]=[C:6]([Br:8])[CH:7]=1.[CH3:20][C:21]1([CH3:37])[C:25]([CH3:27])([CH3:26])[O:24][B:23]([B:23]2[O:24][C:25]([CH3:27])([CH3:26])[C:21]([CH3:37])([CH3:20])[O:22]2)[O:22]1.CC([O-])=O.[K+], predict the reaction product. The product is: [Br:8][C:6]1[CH:5]=[C:4]([NH:9][C:10]2[N:15]=[C:14]([C:16]([F:19])([F:18])[F:17])[CH:13]=[CH:12][N:11]=2)[CH:3]=[C:2]([B:23]2[O:24][C:25]([CH3:27])([CH3:26])[C:21]([CH3:37])([CH3:20])[O:22]2)[CH:7]=1. (4) Given the reactants [NH2:1][C:2]1[CH:3]=[CH:4][C:5]([N:8]2[CH:12]=[C:11]([CH2:13][CH2:14][CH2:15][O:16][C:17]3[C:22]([O:23][CH3:24])=[CH:21][CH:20]=[CH:19][C:18]=3[CH2:25][C:26]([O:28]C)=[O:27])[C:10]([CH:30]([CH3:32])[CH3:31])=[N:9]2)=[N:6][CH:7]=1.CN(C)C=O.[C:38](Cl)(=[O:42])[CH:39]([CH3:41])[CH3:40], predict the reaction product. The product is: [CH3:24][O:23][C:22]1[C:17]([O:16][CH2:15][CH2:14][CH2:13][C:11]2[C:10]([CH:30]([CH3:32])[CH3:31])=[N:9][N:8]([C:5]3[CH:4]=[CH:3][C:2]([NH:1][C:38](=[O:42])[CH:39]([CH3:41])[CH3:40])=[CH:7][N:6]=3)[CH:12]=2)=[C:18]([CH2:25][C:26]([OH:28])=[O:27])[CH:19]=[CH:20][CH:21]=1. (5) Given the reactants C([O:3][C:4](=[O:25])[CH:5]([C:18]1[CH:19]=[C:20]([CH3:24])[CH:21]=[CH:22][CH:23]=1)[CH2:6][C:7]#[C:8][C:9]([C:11]1[CH:16]=[CH:15][C:14]([Br:17])=[CH:13][CH:12]=1)=O)C.[NH2:26][NH2:27].C([O-])([O-])=O.[Cs+].[Cs+], predict the reaction product. The product is: [Br:17][C:14]1[CH:13]=[CH:12][C:11]([C:9]2[N:27]([C:14]3[CH:15]=[CH:16][C:11]([CH3:9])=[CH:12][CH:13]=3)[N:26]=[C:7]([CH2:6][CH:5]([C:18]3[CH:19]=[C:20]([CH3:24])[CH:21]=[CH:22][CH:23]=3)[C:4]([OH:3])=[O:25])[CH:8]=2)=[CH:16][CH:15]=1. (6) Given the reactants Br[C:2]1[S:6][CH:5]=[C:4]([CH2:7][CH2:8][C:9]([O:11]CC)=[O:10])[C:3]=1[C:14]1[CH:19]=[CH:18][C:17]([C:20]#[N:21])=[CH:16][C:15]=1[CH3:22].[CH3:23][O:24][C:25]1[CH:30]=[CH:29][C:28](B(O)O)=[CH:27][CH:26]=1.C([O-])([O-])=O.[Na+].[Na+], predict the reaction product. The product is: [C:20]([C:17]1[CH:18]=[CH:19][C:14]([C:3]2[C:4]([CH2:7][CH2:8][C:9]([OH:11])=[O:10])=[CH:5][S:6][C:2]=2[C:28]2[CH:29]=[CH:30][C:25]([O:24][CH3:23])=[CH:26][CH:27]=2)=[C:15]([CH3:22])[CH:16]=1)#[N:21]. (7) Given the reactants [NH2:1][C:2]1[CH:7]=[CH:6][CH:5]=[CH:4][CH:3]=1.[CH:8](O)=[O:9], predict the reaction product. The product is: [C:2]1([NH:1][CH:8]=[O:9])[CH:7]=[CH:6][CH:5]=[CH:4][CH:3]=1.